Dataset: NCI-60 drug combinations with 297,098 pairs across 59 cell lines. Task: Regression. Given two drug SMILES strings and cell line genomic features, predict the synergy score measuring deviation from expected non-interaction effect. (1) Drug 1: CC=C1C(=O)NC(C(=O)OC2CC(=O)NC(C(=O)NC(CSSCCC=C2)C(=O)N1)C(C)C)C(C)C. Drug 2: CCN(CC)CCCC(C)NC1=C2C=C(C=CC2=NC3=C1C=CC(=C3)Cl)OC. Cell line: PC-3. Synergy scores: CSS=48.4, Synergy_ZIP=-4.44, Synergy_Bliss=-5.76, Synergy_Loewe=-27.4, Synergy_HSA=-3.57. (2) Drug 1: C1CNP(=O)(OC1)N(CCCl)CCCl. Drug 2: C(CN)CNCCSP(=O)(O)O. Cell line: HOP-92. Synergy scores: CSS=-6.45, Synergy_ZIP=9.74, Synergy_Bliss=10.3, Synergy_Loewe=-6.60, Synergy_HSA=-8.84. (3) Drug 1: COC1=NC(=NC2=C1N=CN2C3C(C(C(O3)CO)O)O)N. Drug 2: C1=CN(C=N1)CC(O)(P(=O)(O)O)P(=O)(O)O. Cell line: NCIH23. Synergy scores: CSS=-2.12, Synergy_ZIP=2.56, Synergy_Bliss=5.60, Synergy_Loewe=-0.564, Synergy_HSA=1.41. (4) Drug 1: C1CN1C2=NC(=NC(=N2)N3CC3)N4CC4. Drug 2: COC1=C2C(=CC3=C1OC=C3)C=CC(=O)O2. Cell line: SNB-19. Synergy scores: CSS=17.9, Synergy_ZIP=1.92, Synergy_Bliss=3.68, Synergy_Loewe=-8.59, Synergy_HSA=2.56. (5) Drug 1: CC1OCC2C(O1)C(C(C(O2)OC3C4COC(=O)C4C(C5=CC6=C(C=C35)OCO6)C7=CC(=C(C(=C7)OC)O)OC)O)O. Drug 2: CC12CCC3C(C1CCC2OP(=O)(O)O)CCC4=C3C=CC(=C4)OC(=O)N(CCCl)CCCl.[Na+]. Cell line: SK-MEL-28. Synergy scores: CSS=13.1, Synergy_ZIP=-4.84, Synergy_Bliss=-2.59, Synergy_Loewe=-13.2, Synergy_HSA=-1.51. (6) Drug 1: C1CCC(C1)C(CC#N)N2C=C(C=N2)C3=C4C=CNC4=NC=N3. Drug 2: CC1=CC=C(C=C1)C2=CC(=NN2C3=CC=C(C=C3)S(=O)(=O)N)C(F)(F)F. Cell line: HT29. Synergy scores: CSS=-3.41, Synergy_ZIP=3.17, Synergy_Bliss=1.28, Synergy_Loewe=-9.30, Synergy_HSA=-4.03. (7) Drug 1: C1=CC(=CC=C1CC(C(=O)O)N)N(CCCl)CCCl.Cl. Drug 2: CC(C)CN1C=NC2=C1C3=CC=CC=C3N=C2N. Cell line: SK-MEL-28. Synergy scores: CSS=3.77, Synergy_ZIP=0.119, Synergy_Bliss=2.07, Synergy_Loewe=-1.80, Synergy_HSA=-2.24. (8) Drug 1: C(=O)(N)NO. Drug 2: CCN(CC)CCCC(C)NC1=C2C=C(C=CC2=NC3=C1C=CC(=C3)Cl)OC. Cell line: SK-MEL-28. Synergy scores: CSS=2.91, Synergy_ZIP=-1.52, Synergy_Bliss=0.133, Synergy_Loewe=-1.89, Synergy_HSA=-0.152. (9) Drug 1: CN(CC1=CN=C2C(=N1)C(=NC(=N2)N)N)C3=CC=C(C=C3)C(=O)NC(CCC(=O)O)C(=O)O. Drug 2: CC1C(C(CC(O1)OC2CC(CC3=C2C(=C4C(=C3O)C(=O)C5=CC=CC=C5C4=O)O)(C(=O)C)O)N)O. Cell line: SW-620. Synergy scores: CSS=45.8, Synergy_ZIP=-16.9, Synergy_Bliss=-24.6, Synergy_Loewe=-17.2, Synergy_HSA=-15.4. (10) Drug 1: CC1=C(C=C(C=C1)NC2=NC=CC(=N2)N(C)C3=CC4=NN(C(=C4C=C3)C)C)S(=O)(=O)N.Cl. Drug 2: CC1=CC2C(CCC3(C2CCC3(C(=O)C)OC(=O)C)C)C4(C1=CC(=O)CC4)C. Cell line: TK-10. Synergy scores: CSS=11.6, Synergy_ZIP=6.46, Synergy_Bliss=10.9, Synergy_Loewe=6.50, Synergy_HSA=6.38.